This data is from Full USPTO retrosynthesis dataset with 1.9M reactions from patents (1976-2016). The task is: Predict the reactants needed to synthesize the given product. (1) Given the product [C:8]([O:12][C:13](=[O:41])[NH:14][C@@H:15]([CH2:16][N:17]1[CH2:22][C:21](=[O:23])[N:20]([C:24]2[CH:29]=[C:28]([F:30])[CH:27]=[CH:26][C:25]=2[CH3:31])[CH2:19][C:18]1([CH3:33])[CH3:32])[C@@H:34]([OH:35])[CH2:38][C@H:37]([C:36](=[O:40])[NH:49][CH:43]1[CH2:48][CH2:47][CH2:46][CH2:45][CH2:44]1)[CH3:39])([CH3:10])([CH3:9])[CH3:11], predict the reactants needed to synthesize it. The reactants are: OC1C=CC=CN=1.[C:8]([O:12][C:13](=[O:41])[NH:14][C@H:15]([C@@H:34]1[CH2:38][C@@H:37]([CH3:39])[C:36](=[O:40])[O:35]1)[CH2:16][N:17]1[CH2:22][C:21](=[O:23])[N:20]([C:24]2[CH:29]=[C:28]([F:30])[CH:27]=[CH:26][C:25]=2[CH3:31])[CH2:19][C:18]1([CH3:33])[CH3:32])([CH3:11])([CH3:10])[CH3:9].O.[CH:43]1([NH2:49])[CH2:48][CH2:47][CH2:46][CH2:45][CH2:44]1. (2) The reactants are: [CH3:1][N:2]1[C:6](=S)[NH:5][N:4]=[C:3]1[C:8]1[CH:9]=[C:10]([NH:14][C:15]([C:17]2[C:29]3[CH2:28][C:27]4[C:22](=[CH:23][CH:24]=[CH:25][CH:26]=4)[C:21]=3[CH:20]=[CH:19][CH:18]=2)=[O:16])[CH:11]=[N:12][CH:13]=1.N([O-])=O.[Na+]. Given the product [CH3:1][N:2]1[CH:6]=[N:5][N:4]=[C:3]1[C:8]1[CH:9]=[C:10]([NH:14][C:15]([C:17]2[C:29]3[CH2:28][C:27]4[C:22](=[CH:23][CH:24]=[CH:25][CH:26]=4)[C:21]=3[CH:20]=[CH:19][CH:18]=2)=[O:16])[CH:11]=[N:12][CH:13]=1, predict the reactants needed to synthesize it. (3) Given the product [CH2:1]([N:8]1[C:12]2[N:13]=[CH:14][N:15]=[C:16]([NH2:22])[C:11]=2[C:10]([C:18]([F:21])([F:20])[F:19])=[CH:9]1)[C:2]1[CH:7]=[CH:6][CH:5]=[CH:4][CH:3]=1, predict the reactants needed to synthesize it. The reactants are: [CH2:1]([N:8]1[C:12]2[N:13]=[CH:14][N:15]=[C:16](Cl)[C:11]=2[C:10]([C:18]([F:21])([F:20])[F:19])=[CH:9]1)[C:2]1[CH:7]=[CH:6][CH:5]=[CH:4][CH:3]=1.[NH4+:22].[OH-]. (4) The reactants are: [Br:1][C:2]1[CH:10]=[C:9]2[C:5]([CH2:6][C:7](=[O:18])[N:8]2[C:11]([O:13][C:14]([CH3:17])([CH3:16])[CH3:15])=[O:12])=[CH:4][CH:3]=1.[C:19]([O-:22])([O-])=O.[K+].[K+].C=O.[C:27]([O-])(O)=[O:28].[Na+]. Given the product [Br:1][C:2]1[CH:10]=[C:9]2[C:5]([C:6]([CH2:19][OH:22])([CH2:27][OH:28])[C:7](=[O:18])[N:8]2[C:11]([O:13][C:14]([CH3:15])([CH3:17])[CH3:16])=[O:12])=[CH:4][CH:3]=1, predict the reactants needed to synthesize it. (5) The reactants are: [Cl:1][C:2]1[CH:7]=[CH:6][C:5]([CH:8]([C:34]2[CH:39]=[CH:38][C:37]([Cl:40])=[CH:36][CH:35]=2)[C:9]2[CH:10]=[C:11]3[C:16](=[CH:17][CH:18]=2)[N:15]=[CH:14][N:13]=[C:12]3[NH:19][CH:20]2[CH2:25][CH2:24][N:23]([S:26]([CH2:29][C:30]([O:32]C)=O)(=[O:28])=[O:27])[CH2:22][CH2:21]2)=[CH:4][CH:3]=1.[NH3:41].CO. Given the product [Cl:1][C:2]1[CH:3]=[CH:4][C:5]([CH:8]([C:34]2[CH:39]=[CH:38][C:37]([Cl:40])=[CH:36][CH:35]=2)[C:9]2[CH:10]=[C:11]3[C:16](=[CH:17][CH:18]=2)[N:15]=[CH:14][N:13]=[C:12]3[NH:19][CH:20]2[CH2:21][CH2:22][N:23]([S:26]([CH2:29][C:30]([NH2:41])=[O:32])(=[O:27])=[O:28])[CH2:24][CH2:25]2)=[CH:6][CH:7]=1, predict the reactants needed to synthesize it.